Dataset: Forward reaction prediction with 1.9M reactions from USPTO patents (1976-2016). Task: Predict the product of the given reaction. (1) Given the reactants [CH3:1][O:2][C:3](=[O:16])[NH:4][CH2:5][CH2:6][C:7]1[CH:12]=[CH:11][C:10]([N+:13]([O-:15])=[O:14])=[CH:9][CH:8]=1.[CH3:17]C([O-])(C)C.[K+].CI, predict the reaction product. The product is: [CH3:17][N:4]([CH2:5][CH2:6][C:7]1[CH:12]=[CH:11][C:10]([N+:13]([O-:15])=[O:14])=[CH:9][CH:8]=1)[C:3](=[O:16])[O:2][CH3:1]. (2) Given the reactants [CH2:1]([C:5]1[CH:11]=[CH:10][C:8]([NH2:9])=[CH:7][CH:6]=1)[CH:2]([CH3:4])C.Cl[C:13]([O:15][C:16]1[CH:21]=[CH:20][CH:19]=[CH:18][CH:17]=1)=[O:14].[CH3:22]COC(C)=O.CCCCCC, predict the reaction product. The product is: [C:16]1([O:15][C:13](=[O:14])[NH:9][C:8]2[CH:7]=[CH:6][C:5]([CH:1]([CH2:2][CH3:4])[CH3:22])=[CH:11][CH:10]=2)[CH:21]=[CH:20][CH:19]=[CH:18][CH:17]=1. (3) Given the reactants [Br:1][C:2]1[CH:3]=[C:4]([CH2:8][C:9]([OH:11])=O)[CH:5]=[N:6][CH:7]=1.Cl.[NH2:13][CH:14]([CH3:24])[C:15]([NH:17][C:18]1[CH:23]=[N:22][CH:21]=[CH:20][N:19]=1)=[O:16].C1C=CC2N(O)N=NC=2C=1.Cl.C(N(CC)CC)C, predict the reaction product. The product is: [Br:1][C:2]1[CH:3]=[C:4]([CH2:8][C:9]([NH:13][CH:14]([CH3:24])[C:15]([NH:17][C:18]2[CH:23]=[N:22][CH:21]=[CH:20][N:19]=2)=[O:16])=[O:11])[CH:5]=[N:6][CH:7]=1. (4) Given the reactants [CH2:1]([C:3]1[NH:7][N:6]=[N:5][C:4]=1[C:8]([O:10][CH2:11][CH3:12])=[O:9])[CH3:2].C(=O)([O-])[O-].[K+].[K+].I[CH:20]([CH3:22])[CH3:21], predict the reaction product. The product is: [CH2:1]([C:3]1[C:4]([C:8]([O:10][CH2:11][CH3:12])=[O:9])=[N:5][N:6]([CH:20]([CH3:22])[CH3:21])[N:7]=1)[CH3:2]. (5) Given the reactants [Br:1][C:2]1[CH:7]=[CH:6][C:5]([NH2:8])=[C:4]([Cl:9])[CH:3]=1.N1C=CC=CC=1.[Cl:16][CH2:17][CH2:18][C:19](Cl)=[O:20], predict the reaction product. The product is: [Br:1][C:2]1[CH:7]=[CH:6][C:5]([NH:8][C:19](=[O:20])[CH2:18][CH2:17][Cl:16])=[C:4]([Cl:9])[CH:3]=1. (6) Given the reactants Cl.[Cl:2][C:3]1[CH:4]=[C:5]([CH2:18][N:19]2[C:23]([CH3:24])=[CH:22][C:21]([C:25]([NH:27][CH2:28][CH:29]3[CH2:34][CH2:33][NH:32][CH2:31][CH2:30]3)=[O:26])=[N:20]2)[C:6]2[O:10][C:9]([C:11]3[CH:16]=[CH:15][CH:14]=[CH:13][CH:12]=3)=[CH:8][C:7]=2[CH:17]=1.[CH:35](=O)[CH3:36].CC(O)=O.[BH-](OC(C)=O)(OC(C)=O)OC(C)=O.[Na+], predict the reaction product. The product is: [Cl:2][C:3]1[CH:4]=[C:5]([CH2:18][N:19]2[C:23]([CH3:24])=[CH:22][C:21]([C:25]([NH:27][CH2:28][CH:29]3[CH2:30][CH2:31][N:32]([CH2:35][CH3:36])[CH2:33][CH2:34]3)=[O:26])=[N:20]2)[C:6]2[O:10][C:9]([C:11]3[CH:16]=[CH:15][CH:14]=[CH:13][CH:12]=3)=[CH:8][C:7]=2[CH:17]=1. (7) Given the reactants [C:1]([C:3]1[CH:4]=[C:5]([CH:28]=[CH:29][CH:30]=1)[CH2:6][N:7]1[C:15]2[C:10](=[N:11][CH:12]=[CH:13][C:14]=2[N:16]2[CH2:21][CH2:20][CH2:19][C@@H:18]([NH:22]C(=O)O)[CH2:17]2)N(C)[C:8]1=[O:27])#[N:2].[F:31][C:32]([F:37])([F:36])[C:33]([OH:35])=[O:34], predict the reaction product. The product is: [F:31][C:32]([F:37])([F:36])[C:33]([OH:35])=[O:34].[NH2:22][CH:18]1[CH2:19][CH2:20][CH2:21][N:16]([C:14]2[CH:13]=[CH:12][N:11]=[C:10]3[C@@H:32]([CH3:33])[C:8](=[O:27])[N:7]([CH2:6][C:5]4[CH:4]=[C:3]([CH:30]=[CH:29][CH:28]=4)[C:1]#[N:2])[C:15]=23)[CH2:17]1.